From a dataset of Full USPTO retrosynthesis dataset with 1.9M reactions from patents (1976-2016). Predict the reactants needed to synthesize the given product. (1) Given the product [NH2:29][C:26]1[O:27][CH2:28][C@:8]2([N:25]=1)[C:9]1[CH:10]=[C:11]([C:19]3[CH:20]=[N:21][CH:22]=[CH:23][CH:24]=3)[CH:12]=[CH:13][C:14]=1[O:15][C:16]1[C:7]2=[CH:6][C:5]([O:4][CH2:3][C:2]([CH3:1])([OH:33])[CH3:30])=[CH:18][CH:17]=1, predict the reactants needed to synthesize it. The reactants are: [CH3:1][C:2](=[CH2:30])[CH2:3][O:4][C:5]1[CH:18]=[CH:17][C:16]2[O:15][C:14]3[C:9](=[CH:10][C:11]([C:19]4[CH:20]=[N:21][CH:22]=[CH:23][CH:24]=4)=[CH:12][CH:13]=3)[C@@:8]3([CH2:28][O:27][C:26]([NH2:29])=[N:25]3)[C:7]=2[CH:6]=1.O.S(=O)(=O)(O)[OH:33].C(=O)([O-])[O-].[K+].[K+]. (2) Given the product [F:20][C:18]1[CH:19]=[C:14]2[C:15](=[C:16]([F:21])[CH:17]=1)[N:22]([C@@H:5]([C:4]1[CH:3]=[CH:2][CH:10]=[C:9]([F:11])[CH:8]=1)[C@H:6]([OH:12])[CH2:41][OH:49])[C:34](=[O:36])[C:30]2([CH3:31])[CH3:29], predict the reactants needed to synthesize it. The reactants are: F[C:2]1[CH:3]=[C:4]2[C:8](=[C:9]([F:11])[CH:10]=1)N[C:6](=[O:12])[CH2:5]2.F[C:14]1[CH:19]=[C:18]([F:20])[CH:17]=[C:16]([F:21])[C:15]=1[N+:22]([O-])=O.[H-].[Na+].FC1[CH:29]=[C:30]([C@H:34]2[O:36][C@@H]2CO)[CH:31]=CC=1.[Na].N1C2C(=CC=CC=2)C[C:41]1=[O:49]. (3) Given the product [CH2:1]([C:5]1[C:10]([CH2:11][NH:12][C:13](=[O:19])[O:14][C:15]([CH3:16])([CH3:17])[CH3:18])=[C:9]([C:20]2[CH:21]=[CH:22][C:23]([CH3:26])=[CH:24][CH:25]=2)[C:8]([CH2:27][S:33]([CH3:42])(=[O:35])=[O:32])=[C:7]([CH3:30])[N:6]=1)[CH:2]([CH3:3])[CH3:4], predict the reactants needed to synthesize it. The reactants are: [CH2:1]([C:5]1[C:10]([CH2:11][NH:12][C:13](=[O:19])[O:14][C:15]([CH3:18])([CH3:17])[CH3:16])=[C:9]([C:20]2[CH:25]=[CH:24][C:23]([CH3:26])=[CH:22][CH:21]=2)[C:8]([CH2:27]SC)=[C:7]([CH3:30])[N:6]=1)[CH:2]([CH3:4])[CH3:3].O[O:32][S:33]([O-:35])=O.[K+].S(=O)(=O)(O)O.[C:42](=O)([O-])O.[Na+]. (4) Given the product [CH2:1]([NH:8][C:9]1[C:10]2[CH:18]=[C:17]([C:19]([OH:21])=[O:20])[C:16](=[O:24])[N:15]([O:25][CH2:26][C:27]3[CH:28]=[CH:29][CH:30]=[CH:31][CH:32]=3)[C:11]=2[N:12]=[CH:13][N:14]=1)[C:2]1[CH:3]=[CH:4][CH:5]=[CH:6][CH:7]=1, predict the reactants needed to synthesize it. The reactants are: [CH2:1]([NH:8][C:9]1[C:10]2[CH:18]=[C:17]([C:19]([O:21]CC)=[O:20])[C:16](=[O:24])[N:15]([O:25][CH2:26][C:27]3[CH:32]=[CH:31][CH:30]=[CH:29][CH:28]=3)[C:11]=2[N:12]=[CH:13][N:14]=1)[C:2]1[CH:7]=[CH:6][CH:5]=[CH:4][CH:3]=1.Cl.